This data is from Forward reaction prediction with 1.9M reactions from USPTO patents (1976-2016). The task is: Predict the product of the given reaction. (1) Given the reactants [CH2:1]([C@H:8]1[CH2:12][O:11][C:10](=[O:13])[N:9]1[C:14](=[O:25])/[CH:15]=[CH:16]/[C:17]1[CH:22]=[CH:21][C:20]([F:23])=[CH:19][C:18]=1[F:24])[C:2]1[CH:7]=[CH:6][CH:5]=[CH:4][CH:3]=1.CO[CH2:28][N:29]([CH2:35][C:36]1[CH:41]=[CH:40][CH:39]=[CH:38][CH:37]=1)[CH2:30][Si](C)(C)C.FC(F)(F)C(O)=O.C(=O)([O-])O.[Na+], predict the reaction product. The product is: [CH2:1]([C@H:8]1[CH2:12][O:11][C:10](=[O:13])[N:9]1[C:14]([C@H:15]1[C@H:16]([C:17]2[CH:22]=[CH:21][C:20]([F:23])=[CH:19][C:18]=2[F:24])[CH2:30][N:29]([CH2:35][C:36]2[CH:41]=[CH:40][CH:39]=[CH:38][CH:37]=2)[CH2:28]1)=[O:25])[C:2]1[CH:7]=[CH:6][CH:5]=[CH:4][CH:3]=1. (2) The product is: [CH2:1]([O:3][C:4](=[O:36])[C:5]([CH3:35])([CH3:34])[CH2:6][CH2:7][CH2:8][CH2:9][O:10][C:11]1[CH:12]=[C:13]([CH3:33])[C:14]([NH:18][C:19](=[O:32])[CH:20]([OH:26])[C:21]([CH3:24])([CH3:25])[CH2:22][OH:23])=[C:15]([CH3:17])[CH:16]=1)[CH3:2]. Given the reactants [CH2:1]([O:3][C:4](=[O:36])[C:5]([CH3:35])([CH3:34])[CH2:6][CH2:7][CH2:8][CH2:9][O:10][C:11]1[CH:16]=[C:15]([CH3:17])[C:14]([NH:18][C:19](=[O:32])[CH:20]([O:26]C(OCC)C)[C:21]([CH3:25])([CH3:24])[CH2:22][OH:23])=[C:13]([CH3:33])[CH:12]=1)[CH3:2], predict the reaction product. (3) Given the reactants [CH3:1][NH:2][CH3:3].[Cl:4][C:5]1[N:10]=[CH:9][C:8]([C:11](Cl)=[O:12])=[CH:7][CH:6]=1, predict the reaction product. The product is: [Cl:4][C:5]1[N:10]=[CH:9][C:8]([C:11]([N:2]([CH3:3])[CH3:1])=[O:12])=[CH:7][CH:6]=1.